Dataset: NCI-60 drug combinations with 297,098 pairs across 59 cell lines. Task: Regression. Given two drug SMILES strings and cell line genomic features, predict the synergy score measuring deviation from expected non-interaction effect. (1) Drug 1: CCC1=CC2CC(C3=C(CN(C2)C1)C4=CC=CC=C4N3)(C5=C(C=C6C(=C5)C78CCN9C7C(C=CC9)(C(C(C8N6C)(C(=O)OC)O)OC(=O)C)CC)OC)C(=O)OC.C(C(C(=O)O)O)(C(=O)O)O. Drug 2: N.N.Cl[Pt+2]Cl. Cell line: SN12C. Synergy scores: CSS=32.1, Synergy_ZIP=-3.75, Synergy_Bliss=-0.160, Synergy_Loewe=-34.9, Synergy_HSA=-0.120. (2) Drug 1: CS(=O)(=O)C1=CC(=C(C=C1)C(=O)NC2=CC(=C(C=C2)Cl)C3=CC=CC=N3)Cl. Drug 2: C1=NC(=NC(=O)N1C2C(C(C(O2)CO)O)O)N. Cell line: A549. Synergy scores: CSS=3.05, Synergy_ZIP=-1.53, Synergy_Bliss=-1.19, Synergy_Loewe=-3.51, Synergy_HSA=-3.44. (3) Drug 1: C1CN(P(=O)(OC1)NCCCl)CCCl. Drug 2: COCCOC1=C(C=C2C(=C1)C(=NC=N2)NC3=CC=CC(=C3)C#C)OCCOC.Cl. Cell line: SR. Synergy scores: CSS=4.01, Synergy_ZIP=9.17, Synergy_Bliss=15.7, Synergy_Loewe=4.46, Synergy_HSA=6.34. (4) Drug 1: C1CC(C1)(C(=O)O)C(=O)O.[NH2-].[NH2-].[Pt+2]. Drug 2: CC1=C(N=C(N=C1N)C(CC(=O)N)NCC(C(=O)N)N)C(=O)NC(C(C2=CN=CN2)OC3C(C(C(C(O3)CO)O)O)OC4C(C(C(C(O4)CO)O)OC(=O)N)O)C(=O)NC(C)C(C(C)C(=O)NC(C(C)O)C(=O)NCCC5=NC(=CS5)C6=NC(=CS6)C(=O)NCCC[S+](C)C)O. Cell line: MDA-MB-435. Synergy scores: CSS=-0.683, Synergy_ZIP=-2.60, Synergy_Bliss=-4.24, Synergy_Loewe=-2.62, Synergy_HSA=-3.19.